Dataset: Reaction yield outcomes from USPTO patents with 853,638 reactions. Task: Predict the reaction yield, written as a fraction of the theoretical maximum amount of product (1.0 means a 100% yield; for example, 0.34 means a 34% yield). The reactants are [CH3:1][O:2][C:3]([C:5]1[CH:6]=[C:7]2[C:12](=[C:13]([Cl:15])[CH:14]=1)[NH:11][CH:10]([C:16]1[CH:21]=[CH:20][CH:19]=[C:18]([Br:22])[CH:17]=1)[C:9]([CH3:24])([CH3:23])[CH:8]2O)=[O:4].C([SiH](CC)CC)C. The catalyst is FC(F)(F)C(O)=O. The product is [CH3:1][O:2][C:3]([C:5]1[CH:6]=[C:7]2[C:12](=[C:13]([Cl:15])[CH:14]=1)[NH:11][CH:10]([C:16]1[CH:21]=[CH:20][CH:19]=[C:18]([Br:22])[CH:17]=1)[C:9]([CH3:24])([CH3:23])[CH2:8]2)=[O:4]. The yield is 0.500.